Task: Predict the reactants needed to synthesize the given product.. Dataset: Full USPTO retrosynthesis dataset with 1.9M reactions from patents (1976-2016) (1) Given the product [N+:22]([C:20]1[CH:19]=[CH:18][C:17]2[C:7]3[C:6](=[C:5]4[CH:4]=[C:3]5[O:2][CH2:1][O:13][C:12]5=[CH:11][C:10]4=[N:9][CH:8]=3)[N:14]([CH2:27][CH2:28][N:29]([CH3:31])[CH3:30])[C:15](=[O:26])[C:16]=2[CH:21]=1)([O-:24])=[O:23], predict the reactants needed to synthesize it. The reactants are: [CH2:1]1[O:13][C:12]2[CH:11]=[C:10]3[C:5]([C:6]([N:14]([CH2:27][CH2:28][N:29]([CH3:31])[CH3:30])[C:15](=[O:26])[C:16]4[CH:21]=[C:20]([N+:22]([O-:24])=[O:23])[CH:19]=[CH:18][C:17]=4Br)=[CH:7][CH:8]=[N:9]3)=[CH:4][C:3]=2[O:2]1.C1OC2C=C3C(C(NCCN(C)C)=CC=N3)=CC=2O1.C(N(CC)CC)C.BrC1C=CC([N+]([O-])=O)=CC=1C(Cl)=O. (2) Given the product [NH2:5][C:6]1[N:11]([CH3:3])[C:10](=[O:12])[CH:9]=[C:8]([C:13]2[CH:14]=[CH:15][CH:16]=[CH:17][CH:18]=2)[N:7]=1, predict the reactants needed to synthesize it. The reactants are: [OH-].[K+].[CH3:3]I.[NH2:5][C:6]1[NH:11][C:10](=[O:12])[CH:9]=[C:8]([C:13]2[CH:18]=[CH:17][CH:16]=[CH:15][CH:14]=2)[N:7]=1. (3) The reactants are: [I:1][C:2]1[CH:7]=[CH:6][N:5]([C:8]2[CH:13]=[CH:12][CH:11]=[CH:10][CH:9]=2)[C:4](=[O:14])[C:3]=1[C:15](Cl)=[O:16].C(N(C(C)C)CC)(C)C.[CH3:27][O:28][C:29]1[CH:30]=[C:31]2[C:36](=[CH:37][C:38]=1[O:39][CH3:40])[N:35]=[CH:34][CH:33]=[C:32]2[O:41][C:42]1[CH:43]=[CH:44][C:45]([NH2:48])=[N:46][CH:47]=1. Given the product [CH3:27][O:28][C:29]1[CH:30]=[C:31]2[C:36](=[CH:37][C:38]=1[O:39][CH3:40])[N:35]=[CH:34][CH:33]=[C:32]2[O:41][C:42]1[CH:43]=[CH:44][C:45]([NH:48][C:15]([C:3]2[C:4](=[O:14])[N:5]([C:8]3[CH:13]=[CH:12][CH:11]=[CH:10][CH:9]=3)[CH:6]=[CH:7][C:2]=2[I:1])=[O:16])=[N:46][CH:47]=1, predict the reactants needed to synthesize it. (4) Given the product [CH3:12][N:11]([CH3:22])[CH2:10][CH2:15][NH:16][C:2]1[N:7]=[CH:6][C:5]([C:8]2[NH:16][C:15]3[C:14](=[O:17])[N:13]([CH2:18][CH2:19][CH3:20])[C:12](=[O:21])[N:11]([CH2:22][CH2:23][CH3:24])[C:10]=3[CH:9]=2)=[CH:4][CH:3]=1, predict the reactants needed to synthesize it. The reactants are: Cl[C:2]1[N:7]=[CH:6][C:5]([C:8]2[NH:16][C:15]3[C:14](=[O:17])[N:13]([CH2:18][CH2:19][CH3:20])[C:12](=[O:21])[N:11]([CH2:22][CH2:23][CH3:24])[C:10]=3[CH:9]=2)=[CH:4][CH:3]=1. (5) Given the product [C:38]([NH:37][C:36]([C:33]1[CH:32]=[CH:31][C:30]([C:26]2[CH:27]=[CH:28][CH:29]=[C:24]([C:20]3[O:21][C:22]([CH3:23])=[C:18]([CH2:17][CH2:16][O:15][C:12]4[CH:11]=[CH:10][C:9]([O:8][C:5]([CH3:7])([CH3:6])[C:4]([OH:43])=[O:3])=[CH:14][CH:13]=4)[N:19]=3)[CH:25]=2)=[CH:35][CH:34]=1)=[O:42])([CH3:41])([CH3:40])[CH3:39], predict the reactants needed to synthesize it. The reactants are: C([O:3][C:4](=[O:43])[C:5]([O:8][C:9]1[CH:14]=[CH:13][C:12]([O:15][CH2:16][CH2:17][C:18]2[N:19]=[C:20]([C:24]3[CH:25]=[C:26]([C:30]4[CH:35]=[CH:34][C:33]([C:36](=[O:42])[NH:37][C:38]([CH3:41])([CH3:40])[CH3:39])=[CH:32][CH:31]=4)[CH:27]=[CH:28][CH:29]=3)[O:21][C:22]=2[CH3:23])=[CH:11][CH:10]=1)([CH3:7])[CH3:6])C.[OH-].[Na+].